From a dataset of Reaction yield outcomes from USPTO patents with 853,638 reactions. Predict the reaction yield, written as a fraction of the theoretical maximum amount of product (1.0 means a 100% yield; for example, 0.34 means a 34% yield). (1) The reactants are [F:1][C:2]1[C:10]([O:11][C:12]2[C:21]3[C:16](=[CH:17][C:18]([O:24][CH2:25][CH:26]4[CH2:31][CH2:30][NH:29][CH2:28][CH2:27]4)=[C:19]([O:22][CH3:23])[CH:20]=3)[N:15]=[CH:14][N:13]=2)=[CH:9][CH:8]=[C:7]2[C:3]=1[CH:4]=[C:5]([CH3:32])[NH:6]2.C(N(C(C)C)CC)(C)C.[C:42](Cl)(=[O:44])[CH3:43]. The catalyst is C(Cl)Cl. The product is [C:42]([N:29]1[CH2:30][CH2:31][CH:26]([CH2:25][O:24][C:18]2[CH:17]=[C:16]3[C:21]([C:12]([O:11][C:10]4[C:2]([F:1])=[C:3]5[C:7](=[CH:8][CH:9]=4)[NH:6][C:5]([CH3:32])=[CH:4]5)=[N:13][CH:14]=[N:15]3)=[CH:20][C:19]=2[O:22][CH3:23])[CH2:27][CH2:28]1)(=[O:44])[CH3:43]. The yield is 0.710. (2) The reactants are [CH:1]([S:4]([C:7]1[CH:8]=[C:9]2[C:13](=[C:14]([O:16][CH2:17][CH2:18][C:19]3[CH:24]=[CH:23][CH:22]=[CH:21][N:20]=3)[CH:15]=1)[NH:12][N:11]=[C:10]2[N:25]1[C:33](=[O:34])[C:32]2[C:27](=[CH:28][CH:29]=[CH:30][CH:31]=2)[C:26]1=[O:35])(=[O:6])=[O:5])([CH3:3])[CH3:2].[H-].[Na+].Cl[CH2:39][O:40][CH3:41].O. The catalyst is CN(C)C=O. The product is [CH:1]([S:4]([C:7]1[CH:8]=[C:9]2[C:13](=[C:14]([O:16][CH2:17][CH2:18][C:19]3[CH:24]=[CH:23][CH:22]=[CH:21][N:20]=3)[CH:15]=1)[N:12]([CH2:39][O:40][CH3:41])[N:11]=[C:10]2[N:25]1[C:26](=[O:35])[C:27]2[C:32](=[CH:31][CH:30]=[CH:29][CH:28]=2)[C:33]1=[O:34])(=[O:5])=[O:6])([CH3:3])[CH3:2]. The yield is 0.770. (3) The reactants are C1C2C(COC([N:18]3[CH2:23][CH2:22][N:21]([C@H:24]4[CH2:29][CH2:28][N:27]([C:30](=[O:45])[C:31]5[CH:36]=[C:35]([C:37]([F:40])([F:39])[F:38])[CH:34]=[C:33]([C:41]([F:44])([F:43])[F:42])[CH:32]=5)[CH2:26][C@H:25]4[C:46]4[CH:51]=[CH:50][C:49]([Cl:52])=[CH:48][CH:47]=4)[CH2:20][CH2:19]3)=O)C3C(=CC=CC=3)C=2C=CC=1.N1CCCCC1.N1C=CC=CC=1.[F:72][C:71]([F:74])([F:73])[C:70](O[C:70](=[O:75])[C:71]([F:74])([F:73])[F:72])=[O:75]. The catalyst is ClCCl.CN(C)C1C=CN=CC=1.[OH-].[Na+]. The product is [F:44][C:41]([F:42])([F:43])[C:33]1[CH:32]=[C:31]([CH:36]=[C:35]([C:37]([F:38])([F:40])[F:39])[CH:34]=1)[C:30]([N:27]1[CH2:28][CH2:29][C@H:24]([N:21]2[CH2:22][CH2:23][N:18]([C:70](=[O:75])[C:71]([F:72])([F:73])[F:74])[CH2:19][CH2:20]2)[C@H:25]([C:46]2[CH:51]=[CH:50][C:49]([Cl:52])=[CH:48][CH:47]=2)[CH2:26]1)=[O:45]. The yield is 0.490. (4) The reactants are [Cl-].O[NH3+:3].[C:4](=[O:7])([O-])[OH:5].[Na+].CS(C)=O.[CH2:13]([C:17]1[N:18]=[C:19]([CH3:52])[N:20]([CH2:39][C:40]([CH3:51])([CH3:50])[CH2:41][O:42][Si](C(C)(C)C)(C)C)[C:21](=[O:38])[C:22]=1[CH2:23][C:24]1[CH:29]=[CH:28][C:27]([C:30]2[C:31]([C:36]#[N:37])=[CH:32][CH:33]=[CH:34][CH:35]=2)=[CH:26][CH:25]=1)[CH2:14][CH2:15][CH3:16]. The catalyst is C(OCC)(=O)C. The product is [CH2:13]([C:17]1[N:18]=[C:19]([CH3:52])[N:20]([CH2:39][C:40]([CH3:50])([CH3:51])[CH2:41][OH:42])[C:21](=[O:38])[C:22]=1[CH2:23][C:24]1[CH:29]=[CH:28][C:27]([C:30]2[CH:35]=[CH:34][CH:33]=[CH:32][C:31]=2[C:36]2[NH:3][C:4](=[O:7])[O:5][N:37]=2)=[CH:26][CH:25]=1)[CH2:14][CH2:15][CH3:16]. The yield is 0.480. (5) The reactants are [CH:1]1([C:4]([C:6]2[CH:11]=[CH:10][C:9]([CH2:12][C:13](OCC)=O)=[CH:8][CH:7]=2)=[O:5])[CH2:3][CH2:2]1.C(O[C:21](=[O:25])[O:22][CH2:23][CH3:24])C.C[Si]([N-][Si](C)(C)C)(C)C.[Na+].IC. The catalyst is O1CCCC1.C(OCC)(=O)C.O. The product is [CH:1]1([C:4]([C:6]2[CH:7]=[CH:8][C:9]([CH2:12][CH:13]([C:21]([O:22][CH2:23][CH3:24])=[O:25])[C:21]([O:22][CH2:23][CH3:24])=[O:25])=[CH:10][CH:11]=2)=[O:5])[CH2:2][CH2:3]1. The yield is 0.170. (6) The reactants are [CH3:1][O:2][C:3]([C:5]1([C:8]2[CH:13]=[CH:12][C:11]([O:14]C)=[C:10]([N+:16]([O-:18])=[O:17])[CH:9]=2)[CH2:7][CH2:6]1)=[O:4].B(Br)(Br)Br.O. The catalyst is C(Cl)Cl. The product is [CH3:1][O:2][C:3]([C:5]1([C:8]2[CH:13]=[CH:12][C:11]([OH:14])=[C:10]([N+:16]([O-:18])=[O:17])[CH:9]=2)[CH2:6][CH2:7]1)=[O:4]. The yield is 0.780. (7) The reactants are [NH2:1][C:2]([C:4]1[CH:9]=[CH:8][C:7]([NH:10][CH:11]2[CH2:16][CH2:15][N:14]([C:17]([O:19][C:20]([CH3:23])([CH3:22])[CH3:21])=[O:18])[CH2:13][CH2:12]2)=[CH:6][C:5]=1[F:24])=[O:3].[Cl:25]N1C(=O)CCC1=O. The catalyst is C(O)(C)C. The product is [NH2:1][C:2]([C:4]1[C:5]([F:24])=[CH:6][C:7]([NH:10][CH:11]2[CH2:16][CH2:15][N:14]([C:17]([O:19][C:20]([CH3:21])([CH3:23])[CH3:22])=[O:18])[CH2:13][CH2:12]2)=[C:8]([Cl:25])[CH:9]=1)=[O:3].[NH2:1][C:2]([C:4]1[CH:9]=[CH:8][C:7]([NH:10][CH:11]2[CH2:16][CH2:15][N:14]([C:17]([O:19][C:20]([CH3:21])([CH3:23])[CH3:22])=[O:18])[CH2:13][CH2:12]2)=[C:6]([Cl:25])[C:5]=1[F:24])=[O:3]. The yield is 0.320.